From a dataset of Full USPTO retrosynthesis dataset with 1.9M reactions from patents (1976-2016). Predict the reactants needed to synthesize the given product. Given the product [F:1][C:2]1[CH:3]=[C:4]([CH:28]=[CH:29][C:30]=1[F:31])[CH2:5][NH:6][C:7]([C:9]1[C:17]2[C:12](=[CH:13][C:14]([O:18][CH:32]([CH3:34])[CH3:33])=[CH:15][CH:16]=2)[N:11]([CH2:19][C:20]2[O:21][CH:22]=[CH:23][N:24]=2)[C:10]=1[CH:25]([CH3:27])[CH3:26])=[O:8], predict the reactants needed to synthesize it. The reactants are: [F:1][C:2]1[CH:3]=[C:4]([CH:28]=[CH:29][C:30]=1[F:31])[CH2:5][NH:6][C:7]([C:9]1[C:17]2[C:12](=[CH:13][C:14]([OH:18])=[CH:15][CH:16]=2)[N:11]([CH2:19][C:20]2[O:21][CH:22]=[CH:23][N:24]=2)[C:10]=1[CH:25]([CH3:27])[CH3:26])=[O:8].[CH:32](I)([CH3:34])[CH3:33].